This data is from Forward reaction prediction with 1.9M reactions from USPTO patents (1976-2016). The task is: Predict the product of the given reaction. (1) Given the reactants [C:1]([C:3]1[CH:8]=[CH:7][C:6]([C:9]2[N:13]3[CH:14]=[C:15]([C:18]4[CH:26]=[CH:25][C:21]([C:22](O)=[O:23])=[CH:20][CH:19]=4)[CH:16]=[CH:17][C:12]3=[N:11][CH:10]=2)=[CH:5][CH:4]=1)#[N:2].CN(C(ON1N=NC2C=CC=NC1=2)=[N+](C)C)C.F[P-](F)(F)(F)(F)F.CN1CCOCC1.[C:58]([N:65]1[CH2:70][CH2:69][N:68]([CH:71]2[CH2:76][CH2:75][NH:74][CH2:73][CH2:72]2)[CH2:67][CH2:66]1)([O:60][C:61]([CH3:64])([CH3:63])[CH3:62])=[O:59], predict the reaction product. The product is: [C:1]([C:3]1[CH:4]=[CH:5][C:6]([C:9]2[N:13]3[CH:14]=[C:15]([C:18]4[CH:26]=[CH:25][C:21]([C:22]([N:74]5[CH2:75][CH2:76][CH:71]([N:68]6[CH2:67][CH2:66][N:65]([C:58]([O:60][C:61]([CH3:64])([CH3:63])[CH3:62])=[O:59])[CH2:70][CH2:69]6)[CH2:72][CH2:73]5)=[O:23])=[CH:20][CH:19]=4)[CH:16]=[CH:17][C:12]3=[N:11][CH:10]=2)=[CH:7][CH:8]=1)#[N:2]. (2) Given the reactants Cl[C:2]1[N:7]=[N:6][C:5]([NH:8][CH2:9][CH2:10][N:11]([CH3:13])[CH3:12])=[CH:4][CH:3]=1.[OH-].[Na+].[BrH:16], predict the reaction product. The product is: [Br:16][C:2]1[N:7]=[N:6][C:5]([NH:8][CH2:9][CH2:10][N:11]([CH3:13])[CH3:12])=[CH:4][CH:3]=1. (3) Given the reactants [F:1][C:2]([F:12])([F:11])[C:3]1[CH:4]=[C:5]([CH:8]=[CH:9][CH:10]=1)[CH:6]=O.C1(P(=[CH:32][CH:33]=[O:34])(C2C=CC=CC=2)C2C=CC=CC=2)C=CC=CC=1, predict the reaction product. The product is: [F:1][C:2]([F:12])([F:11])[C:3]1[CH:4]=[C:5](/[CH:6]=[CH:32]/[CH:33]=[O:34])[CH:8]=[CH:9][CH:10]=1. (4) Given the reactants N(CCC[C@@]1(C2C=CC=CC=2)N(C(=O)[C@@H](O[Si](C(C)(C)C)(C2C=CC=CC=2)C2C=CC=CC=2)C)N=C(C2C=C(F)C=CC=2F)S1)=[N+]=[N-].[NH2:48][CH2:49][CH2:50][CH2:51][C@:52]1([C:71]2[CH:76]=[CH:75][CH:74]=[CH:73][CH:72]=2)[N:56]([C:57](=[O:62])[C@@H:58]([O:60][CH3:61])[CH3:59])[N:55]=[C:54]([C:63]2[CH:68]=[C:67]([F:69])[CH:66]=[CH:65][C:64]=2[F:70])[S:53]1, predict the reaction product. The product is: [NH2:48][CH2:49][CH2:50][CH2:51][C@@:52]1([C:71]2[CH:76]=[CH:75][CH:74]=[CH:73][CH:72]=2)[N:56]([C:57](=[O:62])[C@@H:58]([O:60][CH3:61])[CH3:59])[N:55]=[C:54]([C:63]2[CH:68]=[C:67]([F:69])[CH:66]=[CH:65][C:64]=2[F:70])[S:53]1. (5) The product is: [F:27][C:2]([F:28])([F:1])[O:3][C:4]1[CH:5]=[CH:6][C:7]([N:10]2[CH:14]=[N:13][C:12]([C:15]3[CH:20]=[CH:19][C:18]([CH:21]4[CH2:23][CH:22]4[C:24]([N:52]=[N+:53]=[N-:54])=[O:25])=[CH:17][CH:16]=3)=[N:11]2)=[CH:8][CH:9]=1. Given the reactants [F:1][C:2]([F:28])([F:27])[O:3][C:4]1[CH:9]=[CH:8][C:7]([N:10]2[CH:14]=[N:13][C:12]([C:15]3[CH:20]=[CH:19][C:18]([CH:21]4[CH2:23][CH:22]4[C:24](O)=[O:25])=[CH:17][CH:16]=3)=[N:11]2)=[CH:6][CH:5]=1.C(N(CC)CC)C.P([N:52]=[N+:53]=[N-:54])(=O)(OC1C=CC=CC=1)OC1C=CC=CC=1, predict the reaction product. (6) Given the reactants [Cl:1][C:2]1[CH:7]=[CH:6][C:5]([C:8]2[C:12](O)([CH3:13])[O:11][C:10](=O)[C:9]=2[C:16]2[C:21]([F:22])=[CH:20][C:19]([F:23])=[CH:18][C:17]=2[F:24])=[CH:4][CH:3]=1.O.[NH2:26][NH2:27], predict the reaction product. The product is: [Cl:1][C:2]1[CH:7]=[CH:6][C:5]([C:8]2[C:12]([CH3:13])=[N:27][NH:26][C:10](=[O:11])[C:9]=2[C:16]2[C:21]([F:22])=[CH:20][C:19]([F:23])=[CH:18][C:17]=2[F:24])=[CH:4][CH:3]=1. (7) The product is: [OH:17][C:12]1[C:11]([N:26]2[S:27](=[O:33])(=[O:32])[NH:28][C:29](=[O:31])[CH2:30]2)=[CH:10][C:9]2[C:14]([CH:13]=1)=[CH:15][CH:16]=[C:7]([CH2:6][CH2:5][CH2:4][C:3]([CH3:34])([CH3:35])[CH2:2][OH:1])[CH:8]=2. Given the reactants [OH:1][CH2:2][C:3]([CH3:35])([CH3:34])[CH2:4][CH2:5][CH2:6][C:7]1[CH:8]=[C:9]2[C:14](=[CH:15][CH:16]=1)[CH:13]=[C:12]([O:17]C(=O)C1C=CC=CC=1)[C:11]([N:26]1[CH2:30][C:29](=[O:31])[NH:28][S:27]1(=[O:33])=[O:32])=[CH:10]2.[OH-].[Na+].[OH-].[K+], predict the reaction product. (8) Given the reactants Cl[C:2]1[C:3]([NH2:9])=[N:4][CH:5]=[N:6][C:7]=1Cl.[OH:10][CH2:11][CH:12]1[CH2:17][CH2:16][N:15]([C:18]([O:20]C(C)(C)C)=O)[CH2:14][CH2:13]1.[O:25]([C:32]1[CH:37]=[CH:36][C:35](B(O)O)=[CH:34][CH:33]=1)[C:26]1[CH:31]=[CH:30][CH:29]=[CH:28][CH:27]=1.[C:41](O)(=O)[C:42]#[C:43]C, predict the reaction product. The product is: [NH2:9][C:3]1[N:4]=[CH:5][N:6]=[C:7]([O:10][CH2:11][CH:12]2[CH2:13][CH2:14][N:15]([C:18](=[O:20])/[CH:41]=[CH:42]\[CH3:43])[CH2:16][CH2:17]2)[C:2]=1[C:29]1[CH:30]=[CH:31][C:26]([O:25][C:32]2[CH:37]=[CH:36][CH:35]=[CH:34][CH:33]=2)=[CH:27][CH:28]=1. (9) Given the reactants [Br:1][C:2]1[CH:3]=[C:4]([OH:23])[C:5]([NH:8][C:9]2[S:13][N:12]=[C:11]([CH:14]3[CH2:19][CH2:18][N:17]([C:20](=[O:22])[CH3:21])[CH2:16][CH2:15]3)[N:10]=2)=[N:6][CH:7]=1.[N:24]1[CH:29]=[CH:28][CH:27]=[C:26]2[CH:30](O)[CH2:31][CH2:32][C:25]=12.C1(P(C2C=CC=CC=2)C2C=CC=CC=2)C=CC=CC=1.N(C(OC(C)C)=O)=NC(OC(C)C)=O, predict the reaction product. The product is: [Br:1][C:2]1[CH:3]=[C:4]([O:23][CH:30]2[C:26]3[C:25](=[N:24][CH:29]=[CH:28][CH:27]=3)[CH2:32][CH2:31]2)[C:5]([NH:8][C:9]2[S:13][N:12]=[C:11]([CH:14]3[CH2:19][CH2:18][N:17]([C:20](=[O:22])[CH3:21])[CH2:16][CH2:15]3)[N:10]=2)=[N:6][CH:7]=1. (10) Given the reactants [OH:1][CH2:2][CH2:3][NH:4][C:5]1[C:10]([N+:11]([O-])=O)=[CH:9][CH:8]=[CH:7][C:6]=1[S:14]([N:17]([CH3:19])[CH3:18])(=[O:16])=[O:15].S(S([O-])=O)([O-])=O.[Na+].[Na+], predict the reaction product. The product is: [NH2:11][C:10]1[C:5]([NH:4][CH2:3][CH2:2][OH:1])=[C:6]([S:14]([N:17]([CH3:19])[CH3:18])(=[O:15])=[O:16])[CH:7]=[CH:8][CH:9]=1.